From a dataset of Full USPTO retrosynthesis dataset with 1.9M reactions from patents (1976-2016). Predict the reactants needed to synthesize the given product. (1) The reactants are: [OH:1][C@H:2]1[CH2:7][CH2:6][CH2:5][CH2:4][C@@H:3]1[NH:8][C:9]([C:11]1[C:15]2=[N:16][CH:17]=[CH:18][C:19]([CH3:20])=[C:14]2[NH:13][CH:12]=1)=[O:10].Cl[CH2:22][C:23]1[CH:28]=[CH:27][N:26]=[C:25]([O:29][CH3:30])[CH:24]=1.C(=O)([O-])[O-].[Cs+].[Cs+]. Given the product [OH:1][C@H:2]1[CH2:7][CH2:6][CH2:5][CH2:4][C@@H:3]1[NH:8][C:9]([C:11]1[C:15]2=[N:16][CH:17]=[CH:18][C:19]([CH3:20])=[C:14]2[N:13]([CH2:22][C:23]2[CH:28]=[CH:27][N:26]=[C:25]([O:29][CH3:30])[CH:24]=2)[CH:12]=1)=[O:10], predict the reactants needed to synthesize it. (2) Given the product [CH3:2][C:3]1([CH3:21])[C:7]([CH3:8])([CH3:9])[O:6][B:5]([C:10]2[CH:11]=[N:12][N:13]([CH:15]3[CH2:20][CH2:19][N:18]([CH:31]=[O:32])[CH2:17][CH2:16]3)[CH:14]=2)[O:4]1, predict the reactants needed to synthesize it. The reactants are: Cl.[CH3:2][C:3]1([CH3:21])[C:7]([CH3:9])([CH3:8])[O:6][B:5]([C:10]2[CH:11]=[N:12][N:13]([CH:15]3[CH2:20][CH2:19][NH:18][CH2:17][CH2:16]3)[CH:14]=2)[O:4]1.CCN(C(C)C)C(C)C.[CH:31](O)=[O:32]. (3) Given the product [CH2:29]([O:28][C:26]([N:11]1[CH2:12][C@H:13]([S:15]([C:18]2[CH:23]=[CH:22][CH:21]=[CH:20][C:19]=2[Cl:24])(=[O:17])=[O:16])[CH2:14][C@H:10]1[C:8](=[O:9])[NH:7][C:4]1([C:2]#[N:3])[CH2:6][CH2:5]1)=[O:27])[CH3:30], predict the reactants needed to synthesize it. The reactants are: Cl.[C:2]([C:4]1([NH:7][C:8]([C@@H:10]2[CH2:14][C@@H:13]([S:15]([C:18]3[CH:23]=[CH:22][CH:21]=[CH:20][C:19]=3[Cl:24])(=[O:17])=[O:16])[CH2:12][NH:11]2)=[O:9])[CH2:6][CH2:5]1)#[N:3].Cl[C:26]([O:28][CH2:29][CH3:30])=[O:27]. (4) The reactants are: C([N:4]1[C:12]2[C:7](=[CH:8][C:9]([I:14])=[C:10]([CH3:13])[CH:11]=2)[CH:6]=[N:5]1)(=O)C.N. Given the product [I:14][C:9]1[CH:8]=[C:7]2[C:12](=[CH:11][C:10]=1[CH3:13])[NH:4][N:5]=[CH:6]2, predict the reactants needed to synthesize it. (5) Given the product [CH2:34]([N:21]([C:14]1[CH:13]=[C:12]2[C:17]([CH:18]=[C:10]([CH2:9][O:8][Si:1]([C:4]([CH3:7])([CH3:6])[CH3:5])([CH3:3])[CH3:2])[N:11]2[CH3:29])=[CH:16][C:15]=1[CH:19]=[O:20])[C:22](=[O:28])[O:23][C:24]([CH3:27])([CH3:26])[CH3:25])[CH:33]=[CH2:32], predict the reactants needed to synthesize it. The reactants are: [Si:1]([O:8][CH2:9][C:10]1[N:11]([CH3:29])[C:12]2[C:17]([CH:18]=1)=[CH:16][C:15]([CH:19]=[O:20])=[C:14]([NH:21][C:22](=[O:28])[O:23][C:24]([CH3:27])([CH3:26])[CH3:25])[CH:13]=2)([C:4]([CH3:7])([CH3:6])[CH3:5])([CH3:3])[CH3:2].[H-].[Na+].[CH2:32](I)[CH:33]=[CH2:34].